This data is from NCI-60 drug combinations with 297,098 pairs across 59 cell lines. The task is: Regression. Given two drug SMILES strings and cell line genomic features, predict the synergy score measuring deviation from expected non-interaction effect. Drug 1: C1=CC=C(C(=C1)C(C2=CC=C(C=C2)Cl)C(Cl)Cl)Cl. Drug 2: CN(C(=O)NC(C=O)C(C(C(CO)O)O)O)N=O. Cell line: HT29. Synergy scores: CSS=-3.11, Synergy_ZIP=0.0120, Synergy_Bliss=-1.69, Synergy_Loewe=-4.67, Synergy_HSA=-3.09.